Dataset: Full USPTO retrosynthesis dataset with 1.9M reactions from patents (1976-2016). Task: Predict the reactants needed to synthesize the given product. (1) The reactants are: [NH2:1][C:2]1[C:10]2[C:5](=[CH:6][N:7]=[CH:8][CH:9]=2)[S:4][C:3]=1[C:11]([O:13][CH2:14][CH3:15])=[O:12].Br[C:17]1[CH:22]=[CH:21][C:20]([Cl:23])=[C:19]([O:24][CH3:25])[CH:18]=1.C([O-])([O-])=O.[Cs+].[Cs+]. Given the product [Cl:23][C:20]1[CH:21]=[CH:22][C:17]([NH:1][C:2]2[C:10]3[C:5](=[CH:6][N:7]=[CH:8][CH:9]=3)[S:4][C:3]=2[C:11]([O:13][CH2:14][CH3:15])=[O:12])=[CH:18][C:19]=1[O:24][CH3:25], predict the reactants needed to synthesize it. (2) The reactants are: [CH3:1][O:2][C:3](=[O:27])[C:4]1[CH:9]=[C:8]([O:10][CH3:11])[CH:7]=[CH:6][C:5]=1[NH:12][C:13]1[N:17]([C:18]2[CH:23]=[CH:22][CH:21]=[CH:20][C:19]=2[CH3:24])[N:16]=[C:15]([CH3:25])[C:14]=1Br.[F:28][C:29]1[CH:30]=[C:31]2[C:36](=[CH:37][C:38]=1B1OC(C)(C)C(C)(C)O1)[N:35]=[CH:34][CH:33]=[N:32]2.C(=O)([O-])[O-].[Na+].[Na+].O. Given the product [CH3:1][O:2][C:3](=[O:27])[C:4]1[CH:9]=[C:8]([O:10][CH3:11])[CH:7]=[CH:6][C:5]=1[NH:12][C:13]1[N:17]([C:18]2[CH:23]=[CH:22][CH:21]=[CH:20][C:19]=2[CH3:24])[N:16]=[C:15]([CH3:25])[C:14]=1[C:38]1[CH:37]=[C:36]2[C:31](=[CH:30][C:29]=1[F:28])[N:32]=[CH:33][CH:34]=[N:35]2, predict the reactants needed to synthesize it. (3) The reactants are: [CH2:1]([O:8][C:9]1[CH:14]=[C:13]([O:15][CH2:16][C:17]2[CH:22]=[CH:21][CH:20]=[CH:19][CH:18]=2)[CH:12]=[C:11]([O:23][C:24]2[CH:29]=[CH:28][C:27]([N+:30]([O-:32])=[O:31])=[CH:26][CH:25]=2)[C:10]=1[C:33]1[O:37][N:36]=[C:35]([C:38]([O:40]CC)=[O:39])[CH:34]=1)[C:2]1[CH:7]=[CH:6][CH:5]=[CH:4][CH:3]=1.[OH-].[K+].Cl. Given the product [CH2:1]([O:8][C:9]1[CH:14]=[C:13]([O:15][CH2:16][C:17]2[CH:22]=[CH:21][CH:20]=[CH:19][CH:18]=2)[CH:12]=[C:11]([O:23][C:24]2[CH:29]=[CH:28][C:27]([N+:30]([O-:32])=[O:31])=[CH:26][CH:25]=2)[C:10]=1[C:33]1[O:37][N:36]=[C:35]([C:38]([OH:40])=[O:39])[CH:34]=1)[C:2]1[CH:3]=[CH:4][CH:5]=[CH:6][CH:7]=1, predict the reactants needed to synthesize it. (4) Given the product [NH2:8][CH2:9][CH2:10][C:11]1[CH:15]=[CH:14][S:13][C:12]=1[C:16]1[S:20][C:19]([C:21]2[S:22][CH:23]=[CH:24][C:25]=2[CH2:26][CH2:27][NH2:28])=[CH:18][CH:17]=1, predict the reactants needed to synthesize it. The reactants are: C(OC([N:8](C(OC(C)(C)C)=O)[CH2:9][CH2:10][C:11]1[CH:15]=[CH:14][S:13][C:12]=1[C:16]1[S:20][C:19]([C:21]2[S:22][CH:23]=[CH:24][C:25]=2[CH2:26][CH2:27][N:28](C(OC(C)(C)C)=O)C(=O)OC(C)(C)C)=[CH:18][CH:17]=1)=O)(C)(C)C.C(O)(C(F)(F)F)=O. (5) The reactants are: C(OC([N:8]1[CH2:12][C@@H:11]([CH2:13][N:14]([CH:31]([CH3:33])[CH3:32])[C:15](=[O:30])[C:16]2[CH:21]=[CH:20][C:19]([O:22][CH3:23])=[C:18]([O:24][CH2:25][CH2:26][CH2:27][O:28][CH3:29])[CH:17]=2)[C@H:10]([NH2:34])[CH2:9]1)=O)(C)(C)C.[Cl:35][C:36]1[CH:37]=[C:38]([CH2:42][S:43](Cl)(=[O:45])=[O:44])[CH:39]=[CH:40][CH:41]=1.CC#N.O.CC#N. Given the product [Cl:35][C:36]1[CH:37]=[C:38]([CH2:42][S:43]([NH:34][C@@H:10]2[CH2:9][NH:8][CH2:12][C@H:11]2[CH2:13][N:14]([CH:31]([CH3:33])[CH3:32])[C:15](=[O:30])[C:16]2[CH:21]=[CH:20][C:19]([O:22][CH3:23])=[C:18]([O:24][CH2:25][CH2:26][CH2:27][O:28][CH3:29])[CH:17]=2)(=[O:45])=[O:44])[CH:39]=[CH:40][CH:41]=1, predict the reactants needed to synthesize it. (6) Given the product [NH2:23][C:16]1[CH:17]=[C:18]([C:19]([F:22])([F:20])[F:21])[C:13]2[N:7]([CH2:6][C:5]3[CH:25]=[CH:26][C:2]([Cl:1])=[CH:3][CH:4]=3)[C:8](=[O:9])[NH:24][C:14]=2[CH:15]=1, predict the reactants needed to synthesize it. The reactants are: [Cl:1][C:2]1[CH:26]=[CH:25][C:5]([CH2:6][N:7]([C:13]2[C:18]([C:19]([F:22])([F:21])[F:20])=[CH:17][C:16]([NH2:23])=[CH:15][C:14]=2[NH2:24])[C:8](=O)[O:9]CC)=[CH:4][CH:3]=1.[H-].[Na+].C(=O)(O)[O-].[Na+].